Predict hERG channel inhibition at various concentrations. From a dataset of hERG Central: cardiac toxicity at 1µM, 10µM, and general inhibition. (1) The drug is CCCCc1cc(=O)oc2cc(C)cc(OCC(=O)NCc3ccccn3)c12. Results: hERG_inhib (hERG inhibition (general)): blocker. (2) The molecule is COc1ccc(/C=C(/NC(=O)c2ccc(C)cc2)C(=O)NCc2ccncc2)cc1. Results: hERG_inhib (hERG inhibition (general)): blocker. (3) Results: hERG_inhib (hERG inhibition (general)): blocker. The molecule is CCOc1ccc(CNCCc2ccc(S(N)(=O)=O)cc2)cc1.Cl. (4) The molecule is O=C(NCc1ccco1)/C(=C\C=C\c1ccccc1)NC(=O)c1ccccc1Br. Results: hERG_inhib (hERG inhibition (general)): blocker. (5) The compound is O=[N+]([O-])c1nn(-c2ccccc2)n(O)c1=NC1CCN(Cc2ccccc2)CC1. Results: hERG_inhib (hERG inhibition (general)): blocker. (6) The molecule is O=C(NCc1ccc(F)cc1)C1CCCN(c2cnccn2)C1. Results: hERG_inhib (hERG inhibition (general)): blocker. (7) The drug is CC(=O)c1ccc(-c2ccc(C(=O)NC3CC(C)(C)NC(C)(C)C3)o2)cc1. Results: hERG_inhib (hERG inhibition (general)): blocker. (8) The drug is O=C(N/C(=C\c1ccc(Br)cc1)C(=O)N1CCOCC1)c1ccc(Br)o1. Results: hERG_inhib (hERG inhibition (general)): blocker. (9) The drug is COc1ccc(S(=O)(=O)N2Cc3ccccc3CC2C(=O)N2CCOCC2)cc1. Results: hERG_inhib (hERG inhibition (general)): blocker. (10) The molecule is O=[N+]([O-])c1cccc2c(N3CCCC3)ccnc12. Results: hERG_inhib (hERG inhibition (general)): blocker.